This data is from Catalyst prediction with 721,799 reactions and 888 catalyst types from USPTO. The task is: Predict which catalyst facilitates the given reaction. Product: [CH3:1][O:2][C:3](=[O:30])[C:4]1[CH:9]=[C:8]([O:10][C:11]2[CH:16]=[CH:15][C:14]([NH:17][S:50]([C:53]3[CH:58]=[CH:57][C:56]([CH3:59])=[CH:55][CH:54]=3)(=[O:52])=[O:51])=[C:13]([F:18])[CH:12]=2)[CH:7]=[CH:6][C:5]=1[NH:19][S:20]([C:23]1[CH:24]=[CH:25][C:26]([CH3:29])=[CH:27][CH:28]=1)(=[O:22])=[O:21].[CH3:31][O:32][C:33](=[O:60])[C:34]1[CH:39]=[C:38]([O:40][C:41]2[CH:46]=[C:45]([F:47])[CH:44]=[CH:43][C:42]=2[NH:48][S:61]([C:64]2[CH:70]=[CH:69][C:67]([CH3:68])=[CH:66][CH:65]=2)(=[O:63])=[O:62])[CH:37]=[CH:36][C:35]=1[NH:49][S:50]([C:53]1[CH:54]=[CH:55][C:56]([CH3:59])=[CH:57][CH:58]=1)(=[O:52])=[O:51]. The catalyst class is: 2. Reactant: [CH3:1][O:2][C:3](=[O:30])[C:4]1[CH:9]=[C:8]([O:10][C:11]2[CH:16]=[CH:15][C:14]([NH2:17])=[C:13]([F:18])[CH:12]=2)[CH:7]=[CH:6][C:5]=1[NH:19][S:20]([C:23]1[CH:28]=[CH:27][C:26]([CH3:29])=[CH:25][CH:24]=1)(=[O:22])=[O:21].[CH3:31][O:32][C:33](=[O:60])[C:34]1[CH:39]=[C:38]([O:40][C:41]2[CH:46]=[C:45]([F:47])[CH:44]=[CH:43][C:42]=2[NH2:48])[CH:37]=[CH:36][C:35]=1[NH:49][S:50]([C:53]1[CH:58]=[CH:57][C:56]([CH3:59])=[CH:55][CH:54]=1)(=[O:52])=[O:51].[S:61](Cl)([C:64]1[CH:70]=[CH:69][C:67]([CH3:68])=[CH:66][CH:65]=1)(=[O:63])=[O:62].N1C=CC=CC=1.